This data is from Forward reaction prediction with 1.9M reactions from USPTO patents (1976-2016). The task is: Predict the product of the given reaction. (1) Given the reactants C([O-])(=O)C.[NH4+].[CH2:6]([C@H:13]1[N:18]([C:19](=[O:37])[CH2:20][CH2:21][C:22]2[CH:27]=[CH:26][CH:25]=[CH:24][C:23]=2[O:28][C:29]2[CH:34]=[CH:33][CH:32]=[CH:31][C:30]=2[CH:35]=O)[CH2:17][CH2:16][N:15]([C:38]([O:40][C:41]([CH3:44])([CH3:43])[CH3:42])=[O:39])[CH2:14]1)[C:7]1[CH:12]=[CH:11][CH:10]=[CH:9][CH:8]=1.[N+:45]([CH3:48])([O-:47])=[O:46], predict the reaction product. The product is: [CH2:6]([C@H:13]1[N:18]([C:19](=[O:37])[CH2:20][CH2:21][C:22]2[CH:27]=[CH:26][CH:25]=[CH:24][C:23]=2[O:28][C:29]2[CH:34]=[CH:33][CH:32]=[CH:31][C:30]=2/[CH:35]=[CH:48]/[N+:45]([O-:47])=[O:46])[CH2:17][CH2:16][N:15]([C:38]([O:40][C:41]([CH3:44])([CH3:43])[CH3:42])=[O:39])[CH2:14]1)[C:7]1[CH:12]=[CH:11][CH:10]=[CH:9][CH:8]=1. (2) Given the reactants [Cl:1][C:2]1[CH:7]=[CH:6][C:5]([C:8]2[N:12]([C:13]3[CH:18]=[CH:17][C:16]([Cl:19])=[CH:15][C:14]=3[Cl:20])[N:11]=[C:10]([C:21]([NH:23][NH:24][C:25](=O)[C:26]([CH3:29])([CH3:28])[CH3:27])=[O:22])[C:9]=2[S:31][CH3:32])=[CH:4][CH:3]=1.CC[N+](S(N=C(OC)[O-])(=O)=O)(CC)CC, predict the reaction product. The product is: [C:26]([C:25]1[O:22][C:21]([C:10]2[C:9]([S:31][CH3:32])=[C:8]([C:5]3[CH:6]=[CH:7][C:2]([Cl:1])=[CH:3][CH:4]=3)[N:12]([C:13]3[CH:18]=[CH:17][C:16]([Cl:19])=[CH:15][C:14]=3[Cl:20])[N:11]=2)=[N:23][N:24]=1)([CH3:29])([CH3:28])[CH3:27]. (3) Given the reactants [CH3:1][S:2][C:3]1[NH:8][C:7](=[O:9])[CH:6]=[CH:5][N:4]=1.[Br:10]Br, predict the reaction product. The product is: [Br:10][C:6]1[C:7](=[O:9])[NH:8][C:3]([S:2][CH3:1])=[N:4][CH:5]=1. (4) Given the reactants [Br:1][C:2]1[S:6][C:5]2=[N:7][C:8]([C:10]3[O:11][C:12]4[C:13](=[C:15]([OH:21])[CH:16]=[C:17]([O:19][CH3:20])[CH:18]=4)[N:14]=3)=[CH:9][N:4]2[N:3]=1.C([O-])([O-])=O.[K+].[K+].[CH2:28](Br)[C:29]1[CH:34]=[CH:33][CH:32]=[CH:31][CH:30]=1.O, predict the reaction product. The product is: [CH2:28]([O:21][C:15]1[C:13]2[N:14]=[C:10]([C:8]3[N:7]=[C:5]4[N:4]([CH:9]=3)[N:3]=[C:2]([Br:1])[S:6]4)[O:11][C:12]=2[CH:18]=[C:17]([O:19][CH3:20])[CH:16]=1)[C:29]1[CH:34]=[CH:33][CH:32]=[CH:31][CH:30]=1. (5) Given the reactants [NH2:1][C:2]1[CH:7]=[CH:6][C:5]([C:8]([CH3:23])([CH3:22])[CH2:9][NH:10][C:11]([C:13]2[C:21]3[C:16](=[CH:17][CH:18]=[CH:19][CH:20]=3)[NH:15][N:14]=2)=[O:12])=[C:4]([Cl:24])[CH:3]=1.[CH3:25][O:26][C:27]1[CH:28]=[C:29]([CH:33]=[CH:34][C:35]=1[O:36][CH3:37])[C:30](Cl)=[O:31].C(N(CC)CC)C, predict the reaction product. The product is: [Cl:24][C:4]1[CH:3]=[C:2]([NH:1][C:30](=[O:31])[C:29]2[CH:33]=[CH:34][C:35]([O:36][CH3:37])=[C:27]([O:26][CH3:25])[CH:28]=2)[CH:7]=[CH:6][C:5]=1[C:8]([CH3:22])([CH3:23])[CH2:9][NH:10][C:11]([C:13]1[C:21]2[C:16](=[CH:17][CH:18]=[CH:19][CH:20]=2)[NH:15][N:14]=1)=[O:12].